Dataset: NCI-60 drug combinations with 297,098 pairs across 59 cell lines. Task: Regression. Given two drug SMILES strings and cell line genomic features, predict the synergy score measuring deviation from expected non-interaction effect. (1) Synergy scores: CSS=25.0, Synergy_ZIP=6.43, Synergy_Bliss=9.49, Synergy_Loewe=5.81, Synergy_HSA=5.66. Cell line: U251. Drug 1: C1=CC(=CC=C1C#N)C(C2=CC=C(C=C2)C#N)N3C=NC=N3. Drug 2: C1CN(CCN1C(=O)CCBr)C(=O)CCBr. (2) Drug 1: COC1=NC(=NC2=C1N=CN2C3C(C(C(O3)CO)O)O)N. Drug 2: CC12CCC3C(C1CCC2OP(=O)(O)O)CCC4=C3C=CC(=C4)OC(=O)N(CCCl)CCCl.[Na+]. Cell line: OVCAR-8. Synergy scores: CSS=6.84, Synergy_ZIP=1.70, Synergy_Bliss=6.24, Synergy_Loewe=2.24, Synergy_HSA=2.50.